This data is from M1 muscarinic receptor antagonist screen with 61,756 compounds. The task is: Binary Classification. Given a drug SMILES string, predict its activity (active/inactive) in a high-throughput screening assay against a specified biological target. (1) The drug is S(=O)(=O)(c1ccc(Oc2ccc(S(=O)(=O)C=C)cc2)cc1)C=C. The result is 0 (inactive). (2) The compound is O=C1N(C(=O)CC1Cc1ccccc1)c1n(c2c(n1)cccc2)CC=C. The result is 0 (inactive). (3) The molecule is Fc1c(ccc(NC(=O)CCNC(=O)C)c1)C. The result is 0 (inactive). (4) The drug is S(CC(=O)N1CCN(CC1)C(=O)c1occc1)c1nc2c(cc1CC)cc(cc2C)C. The result is 0 (inactive).